This data is from Full USPTO retrosynthesis dataset with 1.9M reactions from patents (1976-2016). The task is: Predict the reactants needed to synthesize the given product. Given the product [CH3:1][C:2]1([CH3:7])[N:3]2[CH:4]([CH2:20][C:19](=[O:18])[CH2:21][CH2:22]2)[CH2:5][CH2:6]1, predict the reactants needed to synthesize it. The reactants are: [CH3:1][C:2]1([CH3:7])[CH2:6][CH2:5][CH:4]=[N:3]1.C(#N)C.C1COCC1.C[Si](C)(C)[O:18][C:19]([CH:21]=[CH2:22])=[CH2:20].